From a dataset of Retrosynthesis with 50K atom-mapped reactions and 10 reaction types from USPTO. Predict the reactants needed to synthesize the given product. (1) The reactants are: CC(C)(C)OC(=O)N[C@H]1CCN(C(=O)c2ccc(CN3CCN(C4CCN(c5ncc(C(F)(F)F)cc5F)CC4)C3=O)cc2)C1. Given the product N[C@H]1CCN(C(=O)c2ccc(CN3CCN(C4CCN(c5ncc(C(F)(F)F)cc5F)CC4)C3=O)cc2)C1, predict the reactants needed to synthesize it. (2) Given the product CN1CCCC1c1cncc(C#Cc2ccc(C(=O)O)cc2)c1, predict the reactants needed to synthesize it. The reactants are: COC(=O)c1ccc(C#Cc2cncc(C3CCCN3C)c2)cc1. (3) Given the product Clc1ccccc1N=Cc1ccccc1, predict the reactants needed to synthesize it. The reactants are: Nc1ccccc1Cl.O=Cc1ccccc1. (4) Given the product CCOC(=O)c1cc2ccc(Cl)c(NS(=O)(=O)c3cccs3)c2[nH]1, predict the reactants needed to synthesize it. The reactants are: CCOC(=O)c1cc2ccc(Cl)c(N)c2[nH]1.O=S(=O)(Cl)c1cccs1. (5) Given the product CC(C)(CO)CCCCN, predict the reactants needed to synthesize it. The reactants are: CC(C)(CO)CCCCN1C(=O)c2ccccc2C1=O. (6) Given the product Cc1c(F)cc(C(=O)NC[C@H](C)O)cc1-c1ccc(C(=O)NCC(C)(C)C)cc1C(N)=O, predict the reactants needed to synthesize it. The reactants are: C[C@H](O)CN.Cc1c(F)cc(C(=O)O)cc1-c1ccc(C(=O)NCC(C)(C)C)cc1C(N)=O. (7) The reactants are: CON(C)C(=O)c1ccc(Cl)nc1.Fc1cccc(Br)c1F. Given the product O=C(c1ccc(Cl)nc1)c1cccc(F)c1F, predict the reactants needed to synthesize it. (8) Given the product CCC(c1ccc(OC)cc1)C(CC)C1CCCC1, predict the reactants needed to synthesize it. The reactants are: CCC(C1CCCC1)C(O)(CC)c1ccc(OC)cc1. (9) Given the product CC(C)C[C@H](NC(=O)c1cc2ccccc2s1)C(=O)NC[C@@H]1CCCN(S(=O)(=O)c2ccccc2C#N)C1, predict the reactants needed to synthesize it. The reactants are: CC(C)C[C@H](NC(=O)c1cc2ccccc2s1)C(=O)NCC1CCCNC1.N#Cc1ccccc1S(=O)(=O)Cl. (10) Given the product CC(C)(C)OC(=O)N1CCC[C@H](C(=O)Nc2cc(-c3cccc(NCc4cccc(F)c4)n3)c(Cl)cn2)C1, predict the reactants needed to synthesize it. The reactants are: CC(C)(C)OC(=O)N1CCC[C@H](C(=O)O)C1.Nc1cc(-c2cccc(NCc3cccc(F)c3)n2)c(Cl)cn1.